Dataset: Peptide-MHC class I binding affinity with 185,985 pairs from IEDB/IMGT. Task: Regression. Given a peptide amino acid sequence and an MHC pseudo amino acid sequence, predict their binding affinity value. This is MHC class I binding data. (1) The peptide sequence is THTNGVRL. The MHC is Mamu-A07 with pseudo-sequence Mamu-A07. The binding affinity (normalized) is 0.365. (2) The peptide sequence is RALGPAATL. The MHC is Mamu-A2201 with pseudo-sequence Mamu-A2201. The binding affinity (normalized) is 0.198. (3) The peptide sequence is KVSAQNISFK. The MHC is HLA-A68:01 with pseudo-sequence HLA-A68:01. The binding affinity (normalized) is 0.249. (4) The peptide sequence is HPRHYATVM. The MHC is HLA-B51:01 with pseudo-sequence HLA-B51:01. The binding affinity (normalized) is 0.113.